Dataset: Forward reaction prediction with 1.9M reactions from USPTO patents (1976-2016). Task: Predict the product of the given reaction. (1) Given the reactants [Cl:1][C:2]1[C:7]([OH:8])=[CH:6][C:5]([N:9]2[C:14](=[O:15])[CH:13]=[C:12]([C:16]([F:19])([F:18])[F:17])[N:11]([CH3:20])[C:10]2=[O:21])=[C:4]([F:22])[CH:3]=1.[N+:23]([O-])([OH:25])=[O:24], predict the reaction product. The product is: [Cl:1][C:2]1[CH:3]=[C:4]([F:22])[C:5]([N:9]2[C:14](=[O:15])[CH:13]=[C:12]([C:16]([F:18])([F:17])[F:19])[N:11]([CH3:20])[C:10]2=[O:21])=[C:6]([N+:23]([O-:25])=[O:24])[C:7]=1[OH:8]. (2) Given the reactants C([O:5][C:6](=[O:34])[CH2:7][CH2:8][O:9][CH2:10][CH2:11][O:12][CH2:13][CH2:14][O:15][CH2:16][CH2:17][O:18][CH2:19][CH2:20][O:21][CH2:22][CH2:23][O:24][CH2:25][CH2:26][C:27]([O:29]C(C)(C)C)=[O:28])(C)(C)C.FC(F)(F)C(O)=O, predict the reaction product. The product is: [C:6]([CH2:7][CH2:8][O:9][CH2:10][CH2:11][O:12][CH2:13][CH2:14][O:15][CH2:16][CH2:17][O:18][CH2:19][CH2:20][O:21][CH2:22][CH2:23][O:24][CH2:25][CH2:26][C:27]([OH:29])=[O:28])([OH:34])=[O:5]. (3) Given the reactants [Cl:1][C:2]1[CH:3]=[CH:4][C:5]2[C:9]([CH:10]=1)=[N:8][N:7]1[C:11](=[O:28])[CH:12]=[C:13]([CH:15]3[CH2:20][CH2:19][N:18](C(OC(C)(C)C)=O)[CH2:17][CH2:16]3)[NH:14][C:6]=21, predict the reaction product. The product is: [ClH:1].[Cl:1][C:2]1[CH:3]=[CH:4][C:5]2[C:9]([CH:10]=1)=[N:8][N:14]1[C:13]([CH:15]3[CH2:20][CH2:19][NH:18][CH2:17][CH2:16]3)=[CH:12][C:11](=[O:28])[NH:7][C:6]=21. (4) Given the reactants [Cl:1][C:2]1[C:3]2[C:10]([NH:11][C@H:12]([C@@H:27]([OH:29])[CH3:28])[C:13]([NH:15][NH:16][C:17](=O)[C:18]3[CH:23]=[CH:22][C:21]([C:24]#[N:25])=[CH:20][CH:19]=3)=[O:14])=[CH:9][CH:8]=[C:7]([C:30]#[N:31])[C:4]=2[S:5][CH:6]=1.CCN(P1(N(C)CCCN1C)=NC(C)(C)C)CC.CO, predict the reaction product. The product is: [Cl:1][C:2]1[C:3]2[C:10]([NH:11][C@@H:12]([C:13]3[O:14][C:17]([C:18]4[CH:19]=[CH:20][C:21]([C:24]#[N:25])=[CH:22][CH:23]=4)=[N:16][N:15]=3)[C@@H:27]([OH:29])[CH3:28])=[CH:9][CH:8]=[C:7]([C:30]#[N:31])[C:4]=2[S:5][CH:6]=1. (5) Given the reactants O=[C:2]1[CH2:6][S:5][CH2:4][CH:3]1[C:7]([O:9]C)=O.S(O)(O)(=O)=O.[CH3:16][S:17][C:18](=[NH:20])[NH2:19], predict the reaction product. The product is: [CH3:16][S:17][C:18]1[N:19]=[C:7]([OH:9])[C:3]2[CH2:4][S:5][CH2:6][C:2]=2[N:20]=1. (6) The product is: [C:17]([OH:30])(=[O:29])[CH:18]=[CH2:19].[NH2:3][C:54]([O:58][CH2:59][CH3:60])=[O:57]. Given the reactants O=C=[N:3]C1CC(C)(C)CC(C)(CN=C=O)C1.[C:17]([O-:30])(=[O:29])[CH2:18][CH2:19]CCCCCCCCC.[C:17]([O-:30])(=[O:29])[CH2:18][CH2:19]CCCCCCCCC.C([Sn+2]CCCC)CCC.[C:54]([O:58][CH2:59][CH2:60]O)(=[O:57])C=C, predict the reaction product. (7) Given the reactants [CH3:1][N:2]1[C:6]([CH3:7])=[C:5]([NH:8][C:9]([C:11]2[CH:15]=[CH:14][NH:13][N:12]=2)=[O:10])[C:4]([CH3:16])=[N:3]1.[CH3:17][N:18]1[CH:22]=[CH:21][CH:20]=[C:19]1C(Cl)=O, predict the reaction product. The product is: [CH3:1][N:2]1[C:6]([CH3:7])=[C:5]([NH:8][C:9]([C:11]2[CH:15]=[CH:14][N:13]([C:19]3[N:18]([CH3:17])[CH:22]=[CH:21][CH:20]=3)[N:12]=2)=[O:10])[C:4]([CH3:16])=[N:3]1. (8) Given the reactants Br[C:2]1[C:3]([C:26]([N:28]([CH3:30])[CH3:29])=[O:27])=[CH:4][C:5]([O:18][CH2:19][C:20]2[CH:25]=[CH:24][CH:23]=[CH:22][CH:21]=2)=[C:6]([CH:17]=1)[C:7]([O:9][CH2:10][C:11]1[CH:16]=[CH:15][CH:14]=[CH:13][CH:12]=1)=[O:8].[CH3:31][N:32]1[CH:36]=[C:35](B2OC(C)(C)C(C)(C)O2)[CH:34]=[N:33]1.P([O-])([O-])([O-])=O.[K+].[K+].[K+].C(OCC)(=O)C, predict the reaction product. The product is: [CH3:29][N:28]([CH3:30])[C:26]([C:3]1[C:2]([C:35]2[CH:34]=[N:33][N:32]([CH3:31])[CH:36]=2)=[CH:17][C:6]([C:7]([O:9][CH2:10][C:11]2[CH:16]=[CH:15][CH:14]=[CH:13][CH:12]=2)=[O:8])=[C:5]([O:18][CH2:19][C:20]2[CH:25]=[CH:24][CH:23]=[CH:22][CH:21]=2)[CH:4]=1)=[O:27]. (9) Given the reactants [CH3:1][O:2][C:3]1[CH:4]=[C:5]2[C:10](=[CH:11][CH:12]=1)[C:9]([C:13]([OH:15])=O)=[CH:8][CH:7]=[CH:6]2.S(Cl)([Cl:18])=O, predict the reaction product. The product is: [CH3:1][O:2][C:3]1[CH:4]=[C:5]2[C:10](=[CH:11][CH:12]=1)[C:9]([C:13]([Cl:18])=[O:15])=[CH:8][CH:7]=[CH:6]2. (10) Given the reactants [Br:1][C:2]1[CH:3]=[C:4]2[C:9](=[C:10]([O:12][CH3:13])[CH:11]=1)[N:8]=[C:7]([C:14]1[CH:19]=[N:18][CH:17]=[CH:16][N:15]=1)[N:6]=[C:5]2O.F[P-](F)(F)(F)(F)F.[N:28]1(O[P+](N(C)C)(N(C)C)N(C)C)[C:32]2C=CC=CC=2N=N1.C1CCN2C(=NCCC2)CC1.CN.O, predict the reaction product. The product is: [Br:1][C:2]1[CH:3]=[C:4]2[C:9](=[C:10]([O:12][CH3:13])[CH:11]=1)[N:8]=[C:7]([C:14]1[CH:19]=[N:18][CH:17]=[CH:16][N:15]=1)[N:6]=[C:5]2[NH:28][CH3:32].